The task is: Predict which catalyst facilitates the given reaction.. This data is from Catalyst prediction with 721,799 reactions and 888 catalyst types from USPTO. (1) Reactant: [C:1]1([C:7]2([C@@H:19]([NH2:21])[CH3:20])[CH2:12][CH2:11][N:10]([S:13]([CH2:16][CH2:17][CH3:18])(=[O:15])=[O:14])[CH2:9][CH2:8]2)[CH:6]=[CH:5][CH:4]=[CH:3][CH:2]=1.[F:22][C:23]([F:35])([F:34])[O:24][C:25]1[CH:33]=[CH:32][CH:31]=[CH:30][C:26]=1[C:27](Cl)=[O:28].CCN(C(C)C)C(C)C. Product: [C:1]1([C:7]2([C@@H:19]([NH:21][C:27](=[O:28])[C:26]3[CH:30]=[CH:31][CH:32]=[CH:33][C:25]=3[O:24][C:23]([F:22])([F:34])[F:35])[CH3:20])[CH2:8][CH2:9][N:10]([S:13]([CH2:16][CH2:17][CH3:18])(=[O:15])=[O:14])[CH2:11][CH2:12]2)[CH:6]=[CH:5][CH:4]=[CH:3][CH:2]=1. The catalyst class is: 2. (2) Reactant: Cl[CH2:2][CH2:3][CH2:4][O:5][CH2:6][CH2:7][N:8]1[C:20]2[C:19]3[CH:18]=[CH:17][CH:16]=[CH:15][C:14]=3[N:13]=[C:12]([NH2:21])[C:11]=2[N:10]=[C:9]1[CH2:22][CH2:23][CH3:24].[CH3:25][CH:26]([S-:28])[CH3:27].[Na+]. Product: [CH3:25][CH:26]([S:28][CH2:2][CH2:3][CH2:4][O:5][CH2:6][CH2:7][N:8]1[C:20]2[C:19]3[CH:18]=[CH:17][CH:16]=[CH:15][C:14]=3[N:13]=[C:12]([NH2:21])[C:11]=2[N:10]=[C:9]1[CH2:22][CH2:23][CH3:24])[CH3:27]. The catalyst class is: 3. (3) Reactant: [NH2:1][C:2]1[N:7]=[CH:6][C:5]([OH:8])=[CH:4][CH:3]=1.CC([O-])(C)C.[K+].Cl[C:16]1[CH:21]=[CH:20][N:19]=[C:18]([C:22]([NH2:24])=[O:23])[CH:17]=1. The catalyst class is: 173. Product: [NH2:1][C:2]1[N:7]=[CH:6][C:5]([O:8][C:16]2[CH:21]=[CH:20][N:19]=[C:18]([C:22]([NH2:24])=[O:23])[CH:17]=2)=[CH:4][CH:3]=1. (4) Reactant: [CH3:1][N:2]1[CH2:27][CH2:26][C@:4]2([NH:8][C@H:7]([C:9]3[CH:14]=[C:13]([C:15]4[CH:20]=[CH:19][CH:18]=[C:17]([O:21][C:22]([F:25])([F:24])[F:23])[CH:16]=4)[CH:12]=[CH:11][N:10]=3)[CH2:6][CH2:5]2)[C:3]1=[O:28].[CH3:29][C:30]([O:33][C:34](O[C:34]([O:33][C:30]([CH3:32])([CH3:31])[CH3:29])=[O:35])=[O:35])([CH3:32])[CH3:31]. Product: [CH3:1][N:2]1[CH2:27][CH2:26][C@:4]2([N:8]([C:34]([O:33][C:30]([CH3:32])([CH3:31])[CH3:29])=[O:35])[C@H:7]([C:9]3[CH:14]=[C:13]([C:15]4[CH:20]=[CH:19][CH:18]=[C:17]([O:21][C:22]([F:24])([F:25])[F:23])[CH:16]=4)[CH:12]=[CH:11][N:10]=3)[CH2:6][CH2:5]2)[C:3]1=[O:28]. The catalyst class is: 2. (5) Reactant: S(Cl)([Cl:3])=O.[F:5][C:6]1[CH:11]=[CH:10][C:9]([C:12]#[C:13][C:14]2[CH:15]=[N:16][CH:17]=[C:18]([CH:21]=2)[C:19]#[N:20])=[CH:8][C:7]=1[CH2:22]O. Product: [Cl:3][CH2:22][C:7]1[CH:8]=[C:9]([C:12]#[C:13][C:14]2[CH:15]=[N:16][CH:17]=[C:18]([CH:21]=2)[C:19]#[N:20])[CH:10]=[CH:11][C:6]=1[F:5]. The catalyst class is: 13.